Dataset: Drug-target binding data from BindingDB using IC50 measurements. Task: Regression. Given a target protein amino acid sequence and a drug SMILES string, predict the binding affinity score between them. We predict pIC50 (pIC50 = -log10(IC50 in M); higher means more potent). Dataset: bindingdb_ic50. (1) The compound is Cc1noc(-c2ccc(C(C/C=C/c3ccccc3)(Cc3ccc(C(F)(F)P(=O)(O)O)cc3)C(=O)c3ccc(F)cc3)cc2)n1. The target protein sequence is MPTTIEREFEELDTQRRWQPLYLEIRNESHDYPHRVAKFPENRNRNRYRDVSPYDHSRVKLQNAENDYINASLVDIEEAQRSYILTQGPLPNTCCHFWLMVWQQKTKAVVMLNRIVEKESLKCAQYWPTDDQEMLFKETGFSVKLLSEDVKSYYTVHLLQLENINSGETRTISHFHYTTWPDFGVPESPASFLNFLFKVRESGSLNPDHGPAVIHCSAGIGRSGTFSLVDTCLVLMEKGDDINIKQVLLNMRKYRMGLIQTPDQLRFSYMAIIEGAKCIKGDSSIQKRWKELSKEDLSPAFDHSPNKIMTEKYNGNRIGLEEEKLTGDRCTGLSSKMQDTMEENSESALRKRIREDRKATTAQKVQQMKQRLNENERKRKRWLYWQPILTKMGFMSVILVGAFVGWRLFFQQNAL. The pIC50 is 6.9. (2) The drug is CCO[C@H]1CN([C@H]2CC[C@@](O)(c3ccc4c(c3)OCO4)CC2)C[C@@H]1NC(=O)CNC(=O)c1cccc(C(F)(F)F)c1. The target protein sequence is MLSTSRSRFIRNTNGSGEEVTTFFDYDYGAPCHKFDVKQIGAQLLPPLYSLVFIFGFVGNMLVVLILINCKKLKSLTDIYLLNLAISDLLFLITLPLWAHSAANE. The pIC50 is 4.8. (3) The compound is O=C1Nc2ccc(C(=O)O)cc2C1=NNc1cccc(C(=O)O)c1. The target protein sequence is AFVYLRQPYYATRVNAADIENRVLELNKKQESEDTAKAGFWEEFESLQKQEVKNLHQRLEGQRPENKGKNRYKNILPFDHSRVILQGRDSNIPGSDYINANYIKNQLLGPDENAKTYIASQGCLEATVNDFWQMAWQENSRVIVMTTREVEKGRNKCVPYWPEVGMQRAYGPYSVTNCGEHDTTEYKLRTLQVSPLDNGDLIREIWHYQYLSWPDHGVPSEPGGVLSFLDQINQRQESLPHAGPIIVHCSAGIGRTGTIIVIDMLMENISTKGLDCDIDIQKTIQMVRAQRSGMVQTEAQYKFIYVAIAQFIETTKKKLEVLQSQKGQESEYGNITYPPAMKNAHAKASRTSSKHKEDVYENLHTKNKREEKVKKQRSADKEKSKGSLKRK. The pIC50 is 4.1.